Predict the reaction yield, written as a fraction of the theoretical maximum amount of product (1.0 means a 100% yield; for example, 0.34 means a 34% yield). From a dataset of Reaction yield outcomes from USPTO patents with 853,638 reactions. The reactants are Br[C:2]1[CH:3]=[CH:4][C:5]2[C:11]3[N:12]=[C:13]([N:15]4[C:19]([CH3:21])([CH3:20])[CH2:18][NH:17][C:16]4=[O:22])[S:14][C:10]=3[CH2:9][CH2:8][O:7][C:6]=2[CH:23]=1.[CH3:24][C:25]([OH:42])([CH3:41])[CH2:26][N:27]1[CH:31]=[C:30](B2OC(C)(C)C(C)(C)O2)[CH:29]=[N:28]1. No catalyst specified. The product is [OH:42][C:25]([CH3:41])([CH3:24])[CH2:26][N:27]1[CH:31]=[C:30]([C:2]2[CH:3]=[CH:4][C:5]3[C:11]4[N:12]=[C:13]([N:15]5[C:19]([CH3:21])([CH3:20])[CH2:18][NH:17][C:16]5=[O:22])[S:14][C:10]=4[CH2:9][CH2:8][O:7][C:6]=3[CH:23]=2)[CH:29]=[N:28]1. The yield is 0.120.